Dataset: NCI-60 drug combinations with 297,098 pairs across 59 cell lines. Task: Regression. Given two drug SMILES strings and cell line genomic features, predict the synergy score measuring deviation from expected non-interaction effect. (1) Drug 1: CS(=O)(=O)C1=CC(=C(C=C1)C(=O)NC2=CC(=C(C=C2)Cl)C3=CC=CC=N3)Cl. Cell line: KM12. Drug 2: CN(CCCl)CCCl.Cl. Synergy scores: CSS=29.9, Synergy_ZIP=-2.09, Synergy_Bliss=-0.149, Synergy_Loewe=1.15, Synergy_HSA=2.93. (2) Drug 1: CC=C1C(=O)NC(C(=O)OC2CC(=O)NC(C(=O)NC(CSSCCC=C2)C(=O)N1)C(C)C)C(C)C. Drug 2: C(CCl)NC(=O)N(CCCl)N=O. Cell line: HS 578T. Synergy scores: CSS=78.4, Synergy_ZIP=2.25, Synergy_Bliss=2.35, Synergy_Loewe=3.72, Synergy_HSA=6.88. (3) Drug 1: CC1=C(C=C(C=C1)C(=O)NC2=CC(=CC(=C2)C(F)(F)F)N3C=C(N=C3)C)NC4=NC=CC(=N4)C5=CN=CC=C5. Drug 2: CN(CCCl)CCCl.Cl. Cell line: HCC-2998. Synergy scores: CSS=13.4, Synergy_ZIP=-9.52, Synergy_Bliss=-2.59, Synergy_Loewe=-4.92, Synergy_HSA=-0.399. (4) Drug 1: C1=NC2=C(N=C(N=C2N1C3C(C(C(O3)CO)O)F)Cl)N. Drug 2: CC1=C(N=C(N=C1N)C(CC(=O)N)NCC(C(=O)N)N)C(=O)NC(C(C2=CN=CN2)OC3C(C(C(C(O3)CO)O)O)OC4C(C(C(C(O4)CO)O)OC(=O)N)O)C(=O)NC(C)C(C(C)C(=O)NC(C(C)O)C(=O)NCCC5=NC(=CS5)C6=NC(=CS6)C(=O)NCCC[S+](C)C)O. Cell line: OVCAR-5. Synergy scores: CSS=18.6, Synergy_ZIP=-7.65, Synergy_Bliss=-3.82, Synergy_Loewe=-4.04, Synergy_HSA=-3.07. (5) Drug 1: CC1=C2C(C(=O)C3(C(CC4C(C3C(C(C2(C)C)(CC1OC(=O)C(C(C5=CC=CC=C5)NC(=O)C6=CC=CC=C6)O)O)OC(=O)C7=CC=CC=C7)(CO4)OC(=O)C)O)C)OC(=O)C. Drug 2: CCN(CC)CCNC(=O)C1=C(NC(=C1C)C=C2C3=C(C=CC(=C3)F)NC2=O)C. Cell line: NCI/ADR-RES. Synergy scores: CSS=-0.784, Synergy_ZIP=5.15, Synergy_Bliss=8.63, Synergy_Loewe=4.39, Synergy_HSA=1.47. (6) Drug 1: CC(C)NC(=O)C1=CC=C(C=C1)CNNC.Cl. Drug 2: CC1C(C(CC(O1)OC2CC(CC3=C2C(=C4C(=C3O)C(=O)C5=C(C4=O)C(=CC=C5)OC)O)(C(=O)CO)O)N)O.Cl. Cell line: TK-10. Synergy scores: CSS=47.2, Synergy_ZIP=2.28, Synergy_Bliss=1.67, Synergy_Loewe=-3.46, Synergy_HSA=3.09. (7) Drug 1: CC1=C(C(=CC=C1)Cl)NC(=O)C2=CN=C(S2)NC3=CC(=NC(=N3)C)N4CCN(CC4)CCO. Drug 2: C(CN)CNCCSP(=O)(O)O. Cell line: HL-60(TB). Synergy scores: CSS=-3.45, Synergy_ZIP=3.28, Synergy_Bliss=1.84, Synergy_Loewe=-5.16, Synergy_HSA=-3.22. (8) Drug 1: C1CCN(CC1)CCOC2=CC=C(C=C2)C(=O)C3=C(SC4=C3C=CC(=C4)O)C5=CC=C(C=C5)O. Drug 2: COCCOC1=C(C=C2C(=C1)C(=NC=N2)NC3=CC=CC(=C3)C#C)OCCOC.Cl. Cell line: HOP-92. Synergy scores: CSS=6.65, Synergy_ZIP=-4.90, Synergy_Bliss=-8.10, Synergy_Loewe=-9.00, Synergy_HSA=-7.27. (9) Drug 1: CC1OCC2C(O1)C(C(C(O2)OC3C4COC(=O)C4C(C5=CC6=C(C=C35)OCO6)C7=CC(=C(C(=C7)OC)O)OC)O)O. Drug 2: C1CCC(C(C1)N)N.C(=O)(C(=O)[O-])[O-].[Pt+4]. Cell line: MALME-3M. Synergy scores: CSS=11.5, Synergy_ZIP=-4.21, Synergy_Bliss=-1.96, Synergy_Loewe=-1.13, Synergy_HSA=1.07. (10) Drug 1: CC1C(C(CC(O1)OC2CC(CC3=C2C(=C4C(=C3O)C(=O)C5=C(C4=O)C(=CC=C5)OC)O)(C(=O)CO)O)N)O.Cl. Drug 2: C1CCN(CC1)CCOC2=CC=C(C=C2)C(=O)C3=C(SC4=C3C=CC(=C4)O)C5=CC=C(C=C5)O. Cell line: CCRF-CEM. Synergy scores: CSS=12.9, Synergy_ZIP=-4.77, Synergy_Bliss=-4.45, Synergy_Loewe=-5.74, Synergy_HSA=-5.64.